From a dataset of Peptide-MHC class II binding affinity with 134,281 pairs from IEDB. Regression. Given a peptide amino acid sequence and an MHC pseudo amino acid sequence, predict their binding affinity value. This is MHC class II binding data. (1) The peptide sequence is IMFDAAVSGGLNTLV. The MHC is DRB1_0101 with pseudo-sequence DRB1_0101. The binding affinity (normalized) is 0.758. (2) The peptide sequence is PATYGIIVPVLTSLF. The MHC is DRB4_0101 with pseudo-sequence DRB4_0103. The binding affinity (normalized) is 0.559. (3) The peptide sequence is KKAAAAAKAAAAPK. The MHC is H-2-IAs with pseudo-sequence H-2-IAs. The binding affinity (normalized) is 0.293. (4) The MHC is DRB1_1501 with pseudo-sequence DRB1_1501. The peptide sequence is GCQTYKWETFLTSEL. The binding affinity (normalized) is 0.331. (5) The peptide sequence is PNTDGIHIGDSSKVT. The MHC is HLA-DQA10501-DQB10201 with pseudo-sequence HLA-DQA10501-DQB10201. The binding affinity (normalized) is 0. (6) The MHC is DRB1_0405 with pseudo-sequence DRB1_0405. The binding affinity (normalized) is 0.424. The peptide sequence is ITMLTNGQCQNITVV. (7) The peptide sequence is QVPLVQQQQYLGQQQP. The MHC is H-2-IAb with pseudo-sequence H-2-IAb. The binding affinity (normalized) is 0.102. (8) The peptide sequence is LKAMTADQEVPEKPDS. The MHC is DRB3_0101 with pseudo-sequence DRB3_0101. The binding affinity (normalized) is 0.